The task is: Predict the reactants needed to synthesize the given product.. This data is from Full USPTO retrosynthesis dataset with 1.9M reactions from patents (1976-2016). (1) Given the product [CH3:14][C:11]1[CH:12]=[CH:13][C:8]([C:5]2[N:6]=[CH:7][C:2]([C:27]3[N:32]=[CH:31][CH:30]=[CH:29][N:28]=3)=[CH:3][C:4]=2[C:15]2[CH:20]=[CH:19][CH:18]=[CH:17][CH:16]=2)=[CH:9][CH:10]=1, predict the reactants needed to synthesize it. The reactants are: Cl[C:2]1[CH:3]=[C:4]([C:15]2[CH:20]=[CH:19][CH:18]=[CH:17][CH:16]=2)[C:5]([C:8]2[CH:13]=[CH:12][C:11]([CH3:14])=[CH:10][CH:9]=2)=[N:6][CH:7]=1.C([O-])(=O)C.[K+].Br[C:27]1[N:32]=[CH:31][CH:30]=[CH:29][N:28]=1.C([O-])([O-])=O.[Na+].[Na+]. (2) Given the product [N:8]1[C:3]2[CH2:2][CH2:1][CH2:11][C:9](=[N:13][OH:14])[C:4]=2[CH:5]=[CH:6][CH:7]=1, predict the reactants needed to synthesize it. The reactants are: [CH2:1]1[CH2:11][C:9](=O)[C:4]2[CH:5]=[CH:6][CH:7]=[N:8][C:3]=2[CH2:2]1.Cl.[NH2:13][OH:14].C([O-])(=O)C.[Na+]. (3) Given the product [CH2:24]1[N:23]([CH2:22][C:17]2[N:18]([CH3:21])[C:19]3[C:15]([N:16]=2)=[C:14]([N:32]2[CH2:37][CH2:36][O:35][CH2:34][CH2:33]2)[N:13]=[C:12]([N:3]2[C:4]4[CH:10]=[CH:9][CH:8]=[CH:7][C:5]=4[N:6]=[C:2]2[CH3:1])[N:20]=3)[CH2:28][CH2:27][N:26]2[CH2:29][CH2:30][CH2:31][C@@H:25]12, predict the reactants needed to synthesize it. The reactants are: [CH3:1][C:2]1[NH:3][C:4]2[CH:10]=[CH:9][CH:8]=[CH:7][C:5]=2[N:6]=1.Cl[C:12]1[N:20]=[C:19]2[C:15]([N:16]=[C:17]([CH2:22][N:23]3[CH2:28][CH2:27][N:26]4[CH2:29][CH2:30][CH2:31][CH:25]4[CH2:24]3)[N:18]2[CH3:21])=[C:14]([N:32]2[CH2:37][CH2:36][O:35][CH2:34][CH2:33]2)[N:13]=1. (4) Given the product [Cl:7][C:4]1[CH:5]=[CH:6][N:2]2[C:3]=1[C:8](=[O:9])[N:10]([CH2:40][CH:41]([F:43])[F:42])[C:26]([C@@H:27]1[CH2:28][CH2:29][N:25]1[C:23]([O:22][C:18]([CH3:19])([CH3:20])[CH3:21])=[O:24])=[N:1]2, predict the reactants needed to synthesize it. The reactants are: [NH2:1][N:2]1[CH:6]=[CH:5][C:4]([Cl:7])=[C:3]1[C:8]([NH2:10])=[O:9].N1CC[C@H]1C(O)=O.[C:18]([O:22][C:23]([N:25]1[CH2:29][CH2:28][CH2:27][C@H:26]1C(O)=O)=[O:24])([CH3:21])([CH3:20])[CH3:19].C([O-])([O-])=O.[Cs+].[Cs+].Br[CH2:40][CH:41]([F:43])[F:42]. (5) Given the product [F:1][C:2]1[CH:7]=[CH:6][C:5]([O:8][C:9]([F:10])([F:12])[F:11])=[CH:4][C:3]=1[N:13]1[CH2:27][CH2:26][C:16]2([O:21][CH2:20][CH:19]([CH2:22][C:23]([OH:25])=[O:24])[CH2:18][CH2:17]2)[CH2:15][CH2:14]1, predict the reactants needed to synthesize it. The reactants are: [F:1][C:2]1[CH:7]=[CH:6][C:5]([O:8][C:9]([F:12])([F:11])[F:10])=[CH:4][C:3]=1[N:13]1[CH2:27][CH2:26][C:16]2([O:21][CH2:20][C@H:19]([CH2:22][C:23]([OH:25])=[O:24])[CH2:18][CH2:17]2)[CH2:15][CH2:14]1.FC1C=CC(OC(F)(F)F)=CC=1N1CCC2(OC[C@@H](CC(O)=O)CC2)CC1.[OH-].[K+]. (6) Given the product [NH2:8][C:5]1[CH:6]=[CH:7][C:2]([N:21]2[CH2:22][CH2:23][CH2:24][N:18]([C:11]([O:13][C:14]([CH3:17])([CH3:16])[CH3:15])=[O:12])[CH2:19][CH2:20]2)=[N:3][CH:4]=1, predict the reactants needed to synthesize it. The reactants are: Cl[C:2]1[CH:7]=[CH:6][C:5]([N+:8]([O-])=O)=[CH:4][N:3]=1.[C:11]([N:18]1[CH2:24][CH2:23][CH2:22][NH:21][CH2:20][CH2:19]1)([O:13][C:14]([CH3:17])([CH3:16])[CH3:15])=[O:12].